Dataset: NCI-60 drug combinations with 297,098 pairs across 59 cell lines. Task: Regression. Given two drug SMILES strings and cell line genomic features, predict the synergy score measuring deviation from expected non-interaction effect. (1) Drug 1: C1=CC=C(C(=C1)C(C2=CC=C(C=C2)Cl)C(Cl)Cl)Cl. Drug 2: C1=NC2=C(N=C(N=C2N1C3C(C(C(O3)CO)O)F)Cl)N. Cell line: SW-620. Synergy scores: CSS=1.79, Synergy_ZIP=-0.520, Synergy_Bliss=-0.237, Synergy_Loewe=-1.88, Synergy_HSA=-0.975. (2) Drug 1: C1=CN(C=N1)CC(O)(P(=O)(O)O)P(=O)(O)O. Drug 2: CN1C2=C(C=C(C=C2)N(CCCl)CCCl)N=C1CCCC(=O)O.Cl. Cell line: MDA-MB-231. Synergy scores: CSS=2.58, Synergy_ZIP=4.08, Synergy_Bliss=6.34, Synergy_Loewe=3.45, Synergy_HSA=1.01. (3) Drug 1: CC12CCC(CC1=CCC3C2CCC4(C3CC=C4C5=CN=CC=C5)C)O. Drug 2: CC=C1C(=O)NC(C(=O)OC2CC(=O)NC(C(=O)NC(CSSCCC=C2)C(=O)N1)C(C)C)C(C)C. Cell line: OVCAR-5. Synergy scores: CSS=61.0, Synergy_ZIP=-4.38, Synergy_Bliss=-9.92, Synergy_Loewe=-29.7, Synergy_HSA=-9.11. (4) Drug 1: C1CCN(CC1)CCOC2=CC=C(C=C2)C(=O)C3=C(SC4=C3C=CC(=C4)O)C5=CC=C(C=C5)O. Drug 2: C(CCl)NC(=O)N(CCCl)N=O. Cell line: MOLT-4. Synergy scores: CSS=19.2, Synergy_ZIP=-3.04, Synergy_Bliss=1.41, Synergy_Loewe=0.542, Synergy_HSA=0.522. (5) Drug 1: C1=NC2=C(N1)C(=S)N=C(N2)N. Drug 2: CC1C(C(CC(O1)OC2CC(CC3=C2C(=C4C(=C3O)C(=O)C5=C(C4=O)C(=CC=C5)OC)O)(C(=O)CO)O)N)O.Cl. Cell line: SNB-19. Synergy scores: CSS=39.9, Synergy_ZIP=1.11, Synergy_Bliss=1.16, Synergy_Loewe=-12.1, Synergy_HSA=1.85.